Dataset: Full USPTO retrosynthesis dataset with 1.9M reactions from patents (1976-2016). Task: Predict the reactants needed to synthesize the given product. (1) The reactants are: Br[C:2]1[CH:3]=[C:4]([C:8]([O:10][CH3:11])=[O:9])[CH:5]=[N:6][CH:7]=1.COCCOC.C(=O)([O-])[O-].[Na+].[Na+].[CH3:24][O:25][C:26]1[CH:27]=[C:28]2[C:33](=[CH:34][CH:35]=1)[CH:32]=[C:31](B(O)O)[CH:30]=[CH:29]2. Given the product [CH3:24][O:25][C:26]1[CH:27]=[C:28]2[C:33](=[CH:34][CH:35]=1)[CH:32]=[C:31]([C:2]1[CH:3]=[C:4]([C:8]([O:10][CH3:11])=[O:9])[CH:5]=[N:6][CH:7]=1)[CH:30]=[CH:29]2, predict the reactants needed to synthesize it. (2) Given the product [CH2:1]([O:3][C:4]([C:6]1[CH:10]=[C:9]([C:11]([C:24]2[CH:25]=[CH:26][CH:27]=[CH:28][CH:29]=2)([C:18]2[CH:23]=[CH:22][CH:21]=[CH:20][CH:19]=2)[O:12][SiH2:13][C:14]([CH3:17])([CH3:15])[CH3:16])[N:8]([CH2:31][C:32](=[O:33])[NH:34][C:35]2[CH:40]=[CH:39][C:38]([Cl:41])=[CH:37][N:36]=2)[N:7]=1)=[O:5])[CH3:2], predict the reactants needed to synthesize it. The reactants are: [CH2:1]([O:3][C:4]([C:6]1[NH:7][N:8]=[C:9]([C:11]([C:24]2[CH:29]=[CH:28][CH:27]=[CH:26][CH:25]=2)([C:18]2[CH:23]=[CH:22][CH:21]=[CH:20][CH:19]=2)[O:12][SiH2:13][C:14]([CH3:17])([CH3:16])[CH3:15])[CH:10]=1)=[O:5])[CH3:2].Br[CH2:31][C:32]([NH:34][C:35]1[CH:40]=[CH:39][C:38]([Cl:41])=[CH:37][N:36]=1)=[O:33].O. (3) Given the product [Cl:16][CH2:17][C:18]1[CH:26]=[CH:25][C:21]([C:22]([NH:1][C:2]2[CH:9]=[CH:8][C:5]([C:6]#[N:7])=[CH:4][CH:3]=2)=[O:23])=[CH:20][CH:19]=1, predict the reactants needed to synthesize it. The reactants are: [NH2:1][C:2]1[CH:9]=[CH:8][C:5]([C:6]#[N:7])=[CH:4][CH:3]=1.C(=O)([O-])[O-].[K+].[K+].[Cl:16][CH2:17][C:18]1[CH:26]=[CH:25][C:21]([C:22](Cl)=[O:23])=[CH:20][CH:19]=1. (4) Given the product [OH:26][C:25]1[C:27]([CH2:16][CH2:15][CH:14]([CH3:19])[CH3:13])=[C:28]([OH:32])[C:29]([CH2:9][CH2:8][CH:3]([CH3:2])[CH3:4])([CH2:21][CH2:22][CH:24]([CH3:30])[CH3:25])[C:30](=[O:31])[C:24]=1[C:22](=[O:23])[CH2:21][CH2:20][C:15]1[CH:16]=[CH:17][CH:18]=[CH:19][C:14]=1[CH3:13], predict the reactants needed to synthesize it. The reactants are: C[C:2]1C=CC=[CH:4][C:3]=1[CH2:8][CH2:9]C(O)=O.[CH3:13][C:14]1[CH:19]=[CH:18][CH:17]=[CH:16][C:15]=1[CH2:20][CH2:21][C:22]([C:24]1[C:30]([OH:31])=[CH:29][C:28]([OH:32])=[CH:27][C:25]=1[OH:26])=[O:23]. (5) The reactants are: [F:1][C:2]([F:22])([F:21])[C:3]1[CH:4]=[C:5]([CH:9]([C:11]2[CH:16]=[CH:15][CH:14]=[C:13]([C:17]([F:20])([F:19])[F:18])[CH:12]=2)O)[CH:6]=[CH:7][CH:8]=1.[BrH:23]. Given the product [Br:23][CH:9]([C:11]1[CH:16]=[CH:15][CH:14]=[C:13]([C:17]([F:20])([F:19])[F:18])[CH:12]=1)[C:5]1[CH:6]=[CH:7][CH:8]=[C:3]([C:2]([F:22])([F:21])[F:1])[CH:4]=1, predict the reactants needed to synthesize it.